From a dataset of Catalyst prediction with 721,799 reactions and 888 catalyst types from USPTO. Predict which catalyst facilitates the given reaction. (1) Reactant: C([O:4][C:5]1[CH:19]=[CH:18][C:8]([CH2:9][O:10][CH2:11][CH2:12][N:13]2[CH:17]=[CH:16][N:15]=[N:14]2)=[CH:7][CH:6]=1)C=C.CN1C(=O)CC(=O)N(C)C1=O. Product: [N:13]1([CH2:12][CH2:11][O:10][CH2:9][C:8]2[CH:7]=[CH:6][C:5]([OH:4])=[CH:19][CH:18]=2)[CH:17]=[CH:16][N:15]=[N:14]1. The catalyst class is: 668. (2) Reactant: [CH2:1]([O:3][C:4]([CH:6]1[CH2:11][CH2:10][NH:9][CH2:8][CH2:7]1)=[O:5])[CH3:2].[Cl:12][C:13]1[CH:14]=[C:15]([CH:20]=[CH:21][C:22](Cl)=[O:23])[CH:16]=[CH:17][C:18]=1[Cl:19].C(N(CC)CC)C. Product: [CH2:1]([O:3][C:4]([CH:6]1[CH2:11][CH2:10][N:9]([C:22](=[O:23])[CH:21]=[CH:20][C:15]2[CH:16]=[CH:17][C:18]([Cl:19])=[C:13]([Cl:12])[CH:14]=2)[CH2:8][CH2:7]1)=[O:5])[CH3:2]. The catalyst class is: 2. (3) Reactant: [CH3:1][C:2]1[CH:3]=[C:4]([CH:29]=[CH:30][CH:31]=1)[CH:5]=[N:6][NH:7][C:8]1[CH:13]=[C:12]([N:14]2[CH2:19][CH2:18][O:17][CH2:16][CH2:15]2)[N:11]2[N:20]=[C:21]([CH:23]3[CH2:28][CH2:27][NH:26][CH2:25][CH2:24]3)[CH:22]=[C:10]2[N:9]=1.[C:32](OC(=O)C)(=[O:34])[CH3:33]. Product: [C:32]([N:26]1[CH2:25][CH2:24][CH:23]([C:21]2[CH:22]=[C:10]3[N:9]=[C:8]([NH:7][N:6]=[CH:5][C:4]4[CH:29]=[CH:30][CH:31]=[C:2]([CH3:1])[CH:3]=4)[CH:13]=[C:12]([N:14]4[CH2:19][CH2:18][O:17][CH2:16][CH2:15]4)[N:11]3[N:20]=2)[CH2:28][CH2:27]1)(=[O:34])[CH3:33]. The catalyst class is: 2. (4) Reactant: FC(F)(F)C(O)=O.[CH:8]1([N:11]2[CH2:16][CH2:15][CH:14]([N:17]([CH2:27][C:28]3[CH:33]=[C:32]([C:34]4[CH:61]=[CH:60][C:37]5[N:38](C(C6C=CC=CC=6)(C6C=CC=CC=6)C6C=CC=CC=6)[N:39]=[N:40][C:36]=5[CH:35]=4)[CH:31]=[CH:30][C:29]=3[F:62])[C:18](=[O:26])[C:19]3[CH:24]=[CH:23][C:22]([F:25])=[CH:21][CH:20]=3)[CH2:13][CH2:12]2)[CH2:10][CH2:9]1.C(=O)([O-])[O-].[Na+].[Na+]. Product: [NH:38]1[C:37]2[CH:60]=[CH:61][C:34]([C:32]3[CH:31]=[CH:30][C:29]([F:62])=[C:28]([CH:33]=3)[CH2:27][N:17]([CH:14]3[CH2:13][CH2:12][N:11]([CH:8]4[CH2:10][CH2:9]4)[CH2:16][CH2:15]3)[C:18](=[O:26])[C:19]3[CH:20]=[CH:21][C:22]([F:25])=[CH:23][CH:24]=3)=[CH:35][C:36]=2[N:40]=[N:39]1. The catalyst class is: 4. (5) Reactant: [CH3:1][CH:2]1[S:6][C:5]2=[C:7]([CH2:14][CH2:15][OH:16])[C:8]3[S:9][C:10]([CH3:13])=[CH:11][C:12]=3[C:4]2=[CH:3]1.N1C=CC=CC=1.[F:23][C:24]([F:37])([F:36])[S:25](O[S:25]([C:24]([F:37])([F:36])[F:23])(=[O:27])=[O:26])(=[O:27])=[O:26]. Product: [CH3:13][C:10]1[S:9][C:8]2[CH:7]([CH2:14][CH2:15][O:16][S:25]([C:24]([F:37])([F:36])[F:23])(=[O:27])=[O:26])[C:5]3[S:6][C:2]([CH3:1])=[CH:3][C:4]=3[C:12]=2[CH:11]=1. The catalyst class is: 4.